Dataset: Catalyst prediction with 721,799 reactions and 888 catalyst types from USPTO. Task: Predict which catalyst facilitates the given reaction. (1) Reactant: [N:1]#[C:2][NH2:3].[Na].[CH3:5][C:6]1([CH3:21])[CH2:15][CH2:14][CH2:13][C:12]2[CH:11]=[C:10]([O:16][CH2:17][C@@H:18]3[CH2:20][O:19]3)[CH:9]=[CH:8][C:7]1=2. Product: [CH3:21][C:6]1([CH3:5])[CH2:15][CH2:14][CH2:13][C:12]2[CH:11]=[C:10]([O:16][CH2:17][CH:18]3[O:19][C:2]([NH2:3])=[N:1][CH2:20]3)[CH:9]=[CH:8][C:7]1=2. The catalyst class is: 5. (2) Reactant: [F:1][C:2]([F:32])([F:31])[C:3]1[CH:8]=[CH:7][C:6]([C:9]2[C:10]([C:15]([NH:17][C:18]3[CH:27]=[C:26]4[C:21]([CH:22]=[C:23]([C:28](O)=[O:29])[CH:24]=[N:25]4)=[CH:20][CH:19]=3)=[O:16])=[CH:11][CH:12]=[CH:13][CH:14]=2)=[CH:5][CH:4]=1.[NH2:33][C@H:34]([C:36]1[CH:41]=[CH:40][CH:39]=[CH:38][N:37]=1)[CH3:35].Cl.CN(C)CCCN=C=NCC.ON1C2C=CC=CC=2N=N1.C(N(CC)CC)C. Product: [N:37]1[CH:38]=[CH:39][CH:40]=[CH:41][C:36]=1[C@@H:34]([NH:33][C:28]([C:23]1[CH:24]=[N:25][C:26]2[C:21]([CH:22]=1)=[CH:20][CH:19]=[C:18]([NH:17][C:15]([C:10]1[C:9]([C:6]3[CH:5]=[CH:4][C:3]([C:2]([F:32])([F:1])[F:31])=[CH:8][CH:7]=3)=[CH:14][CH:13]=[CH:12][CH:11]=1)=[O:16])[CH:27]=2)=[O:29])[CH3:35]. The catalyst class is: 4. (3) The catalyst class is: 228. Product: [F:1][C:2]1[CH:3]=[CH:4][C:5]([C:8]2[CH:29]=[CH:28][C:11]3[N:12]=[C:13]([C:18]4[CH:27]=[CH:26][CH:25]=[C:20]([C:21]5[O:22][C:31]([CH3:32])=[N:24][N:23]=5)[CH:19]=4)[CH2:14][C:15](=[O:17])[NH:16][C:10]=3[CH:9]=2)=[CH:6][CH:7]=1. Reactant: [F:1][C:2]1[CH:7]=[CH:6][C:5]([C:8]2[CH:29]=[CH:28][C:11]3[N:12]=[C:13]([C:18]4[CH:19]=[C:20]([CH:25]=[CH:26][CH:27]=4)[C:21]([NH:23][NH2:24])=[O:22])[CH2:14][C:15](=[O:17])[NH:16][C:10]=3[CH:9]=2)=[CH:4][CH:3]=1.Cl.[C:31](=N)(OCC)[CH3:32]. (4) Reactant: [F:1][C:2]1[CH:10]=[CH:9][C:8]([F:11])=[CH:7][C:3]=1[C:4](Cl)=[O:5].Cl.[CH3:13][O:14][NH2:15].C(N(CC)CC)C. Product: [F:1][C:2]1[CH:10]=[CH:9][C:8]([F:11])=[CH:7][C:3]=1[C:4]([NH:15][O:14][CH3:13])=[O:5]. The catalyst class is: 2. (5) Reactant: [NH2:1][C:2]1[N:10]=[CH:9][N:8]=[C:7]2[C:3]=1[N:4]=[CH:5][N:6]2[C@H:11]1[C@@H:15]2[O:16][C:17]([CH3:20])([CH3:19])[O:18][C@@H:14]2[C@@H:13]([CH2:21][NH:22][CH2:23][CH2:24][CH2:25][NH:26][C:27]([NH:29][C:30]2[CH:35]=[CH:34][C:33]([C:36]([CH3:39])([CH3:38])[CH3:37])=[CH:32][CH:31]=2)=[O:28])[O:12]1.O=[CH:41][CH2:42][NH:43][C:44](=[O:50])[O:45][C:46]([CH3:49])([CH3:48])[CH3:47].[BH-](OC(C)=O)(OC(C)=O)OC(C)=O.[Na+]. The catalyst class is: 26. Product: [C:46]([O:45][C:44](=[O:50])[NH:43][CH2:42][CH2:41][N:22]([CH2:21][C@@H:13]1[C@@H:14]2[C@@H:15]([O:16][C:17]([CH3:19])([CH3:20])[O:18]2)[C@H:11]([N:6]2[CH:5]=[N:4][C:3]3[C:7]2=[N:8][CH:9]=[N:10][C:2]=3[NH2:1])[O:12]1)[CH2:23][CH2:24][CH2:25][NH:26][C:27]([NH:29][C:30]1[CH:35]=[CH:34][C:33]([C:36]([CH3:39])([CH3:38])[CH3:37])=[CH:32][CH:31]=1)=[O:28])([CH3:49])([CH3:48])[CH3:47]. (6) Reactant: Cl[C:2]1[C:11]2=[N:12][N:13](CC3C=CC(OC)=CC=3)[CH:14]=[C:10]2[C:9]2[CH:8]=[C:7]([F:24])[CH:6]=[CH:5][C:4]=2[N:3]=1.[CH3:25][N:26]1[CH2:31][CH2:30][N:29]([C:32]2[CH:38]=[CH:37][C:35]([NH2:36])=[CH:34][CH:33]=2)[CH2:28][CH2:27]1.Cl. Product: [F:24][C:7]1[CH:6]=[CH:5][C:4]2[N:3]=[C:2]([NH:36][C:35]3[CH:34]=[CH:33][C:32]([N:29]4[CH2:28][CH2:27][N:26]([CH3:25])[CH2:31][CH2:30]4)=[CH:38][CH:37]=3)[C:11]3[NH:12][N:13]=[CH:14][C:10]=3[C:9]=2[CH:8]=1. The catalyst class is: 71. (7) The catalyst class is: 8. Reactant: [C:1]([CH:4]1[C:9](=[O:10])[CH2:8][CH:7]([C:11]2[CH:16]=[CH:15][CH:14]=[CH:13][C:12]=2[Br:17])[CH2:6][C:5]1=O)(=O)[CH3:2].CNC.Cl.[NH2:23][C:24]([NH2:26])=[NH:25]. Product: [NH2:26][C:24]1[N:25]=[C:1]([CH3:2])[C:4]2[C:9](=[O:10])[CH2:8][CH:7]([C:11]3[CH:16]=[CH:15][CH:14]=[CH:13][C:12]=3[Br:17])[CH2:6][C:5]=2[N:23]=1. (8) Reactant: [I:1][C:2]1[N:7]2[N:8]=[C:9]([C:11]3([C:14]([OH:16])=O)[CH2:13][CH2:12]3)[N:10]=[C:6]2[C:5]([O:17][CH3:18])=[CH:4][CH:3]=1.CCN(CC)CC.CN(C(ON1N=[N:41][C:36]2[CH:37]=CC=N[C:35]1=2)=[N+](C)C)C.F[P-](F)(F)(F)(F)F.C(N)(C)C. Product: [CH:36]([NH:41][C:14]([C:11]1([C:9]2[N:10]=[C:6]3[C:5]([O:17][CH3:18])=[CH:4][CH:3]=[C:2]([I:1])[N:7]3[N:8]=2)[CH2:12][CH2:13]1)=[O:16])([CH3:37])[CH3:35]. The catalyst class is: 18. (9) Reactant: [NH2:1][C:2]1[C:3]([CH:11]2[CH2:13][CH2:12]2)=[C:4]([CH:8]=[CH:9][CH:10]=1)[C:5]([OH:7])=[O:6].[CH:14](=O)/[CH:15]=[CH:16]/[CH3:17].[OH-].[Na+].C(Cl)Cl. Product: [CH:11]1([C:3]2[C:4]([C:5]([OH:7])=[O:6])=[CH:8][CH:9]=[C:10]3[C:2]=2[N:1]=[C:16]([CH3:17])[CH:15]=[CH:14]3)[CH2:12][CH2:13]1. The catalyst class is: 33. (10) Reactant: [NH2:1]/[C:2](/[C:7]([CH3:10])([CH3:9])[CH3:8])=[CH:3]\[C:4](=[S:6])[NH2:5].C(=O)([O-])[O-].[K+].[K+].II.O. Product: [C:7]([C:2]1[CH:3]=[C:4]([NH2:5])[S:6][N:1]=1)([CH3:10])([CH3:9])[CH3:8]. The catalyst class is: 27.